This data is from Reaction yield outcomes from USPTO patents with 853,638 reactions. The task is: Predict the reaction yield, written as a fraction of the theoretical maximum amount of product (1.0 means a 100% yield; for example, 0.34 means a 34% yield). (1) The reactants are [NH2:1][C:2]1[C:7]([NH2:8])=[C:6]([NH:9][C@@H:10]2[C@@H:15]3[CH2:16][C@@H:12]([CH:13]=[CH:14]3)[C@@H:11]2[C:17]([NH2:19])=[O:18])[C:5]([Cl:20])=[CH:4][N:3]=1.[Cl:21][C:22]1[N:23]=[C:24]([N:29]([CH3:31])[CH3:30])[S:25][C:26]=1[CH:27]=O.C([O-])(=O)C.[NH4+]. No catalyst specified. The product is [Cl:20][C:5]1[C:6]([NH:9][C@@H:10]2[C@@H:15]3[CH2:16][C@@H:12]([CH:13]=[CH:14]3)[C@@H:11]2[C:17]([NH2:19])=[O:18])=[C:7]2[N:8]=[C:27]([C:26]3[S:25][C:24]([N:29]([CH3:31])[CH3:30])=[N:23][C:22]=3[Cl:21])[NH:1][C:2]2=[N:3][CH:4]=1. The yield is 0.240. (2) The reactants are Cl[C:2]1[N:7]=[CH:6][C:5]([C:8]([O:10][CH3:11])=[O:9])=[CH:4][N:3]=1.[CH2:12]([N:14]1[CH2:20][CH2:19][CH2:18][NH:17][CH2:16][CH2:15]1)[CH3:13].C(N(C(C)C)C(C)C)C. The catalyst is ClCCl. The product is [CH2:12]([N:14]1[CH2:20][CH2:19][CH2:18][N:17]([C:2]2[N:7]=[CH:6][C:5]([C:8]([O:10][CH3:11])=[O:9])=[CH:4][N:3]=2)[CH2:16][CH2:15]1)[CH3:13]. The yield is 0.870.